From a dataset of Full USPTO retrosynthesis dataset with 1.9M reactions from patents (1976-2016). Predict the reactants needed to synthesize the given product. (1) The reactants are: [OH:1][CH2:2][CH:3]1[NH:8][CH2:7][CH2:6][N:5]([C:9]([O:11][C:12]([CH3:15])([CH3:14])[CH3:13])=[O:10])[CH2:4]1.[CH3:16][C:17]1[CH:18]=[C:19]([N:23]=[C:24]=[O:25])[CH:20]=[CH:21][CH:22]=1. Given the product [OH:1][CH2:2][CH:3]1[N:8]([C:24](=[O:25])[NH:23][C:19]2[CH:20]=[CH:21][CH:22]=[C:17]([CH3:16])[CH:18]=2)[CH2:7][CH2:6][N:5]([C:9]([O:11][C:12]([CH3:15])([CH3:14])[CH3:13])=[O:10])[CH2:4]1, predict the reactants needed to synthesize it. (2) Given the product [ClH:2].[Cl:2][C:3]1[CH:4]=[C:5]2[C:9](=[CH:10][CH:11]=1)[NH:8][C:7]([C:12]([NH:14][C@@H:15]1[CH2:19][CH2:18][CH2:17][C@H:16]1[NH:20][C:21]([C:23]1[S:24][C:25]3[CH2:26][N:27]([CH2:32][CH3:33])[CH2:28][CH2:29][C:30]=3[N:31]=1)=[O:22])=[O:13])=[CH:6]2, predict the reactants needed to synthesize it. The reactants are: Cl.[Cl:2][C:3]1[CH:4]=[C:5]2[C:9](=[CH:10][CH:11]=1)[NH:8][C:7]([C:12]([NH:14][C@@H:15]1[CH2:19][CH2:18][CH2:17][C@H:16]1[NH:20][C:21]([C:23]1[S:24][C:25]3[CH2:26][NH:27][CH2:28][CH2:29][C:30]=3[N:31]=1)=[O:22])=[O:13])=[CH:6]2.[CH2:32](N(CC)CC)[CH3:33].C(I)C. (3) Given the product [Cl:4][C:5]1[N:10]=[C:9]([C:11]([O:13][CH3:14])=[O:12])[CH:8]=[C:7]([O:2][CH3:1])[N:6]=1, predict the reactants needed to synthesize it. The reactants are: [CH3:1][O-:2].[Na+].[Cl:4][C:5]1[N:10]=[C:9]([C:11]([O:13][CH3:14])=[O:12])[CH:8]=[C:7](Cl)[N:6]=1. (4) Given the product [CH3:1][C:2]1([CH3:14])[C:6]([CH3:7])([CH3:8])[O:5][B:4]([C:9]2[CH:13]=[N:12][N:11]([CH2:27][C:28]([F:31])([F:30])[F:29])[CH:10]=2)[O:3]1, predict the reactants needed to synthesize it. The reactants are: [CH3:1][C:2]1([CH3:14])[C:6]([CH3:8])([CH3:7])[O:5][B:4]([C:9]2[CH:10]=[N:11][NH:12][CH:13]=2)[O:3]1.C([O-])([O-])=O.[Cs+].[Cs+].FC(F)(F)S(O[CH2:27][C:28]([F:31])([F:30])[F:29])(=O)=O. (5) The reactants are: [CH2:1]([O:3][Si:4]([C:11]1[CH2:14][CH2:13][C:12]=1[Si:15]([O:22][CH2:23][CH3:24])([O:19][CH2:20][CH3:21])[O:16][CH2:17][CH3:18])([O:8][CH2:9][CH3:10])[O:5][CH2:6][CH3:7])[CH3:2]. Given the product [CH2:17]([O:16][Si:15]([O:22][CH2:23][CH3:24])([O:19][CH2:20][CH3:21])[CH:12]1[CH2:13][CH2:14][CH:11]1[Si:4]([O:5][CH2:6][CH3:7])([O:3][CH2:1][CH3:2])[O:8][CH2:9][CH3:10])[CH3:18], predict the reactants needed to synthesize it.